Dataset: Catalyst prediction with 721,799 reactions and 888 catalyst types from USPTO. Task: Predict which catalyst facilitates the given reaction. (1) Reactant: [CH2:1]([O:3][C:4]([C:6]1[N:7]=[C:8](I)[C:9]2[C:14]([C:15]=1[OH:16])=[CH:13][CH:12]=[C:11]([Br:17])[CH:10]=2)=[O:5])[CH3:2].[CH3:19][N:20]1C(=O)CCC1. Product: [CH2:1]([O:3][C:4]([C:6]1[N:7]=[C:8]([C:19]#[N:20])[C:9]2[C:14]([C:15]=1[OH:16])=[CH:13][CH:12]=[C:11]([Br:17])[CH:10]=2)=[O:5])[CH3:2]. The catalyst class is: 4. (2) Reactant: C[O:2][C:3]([C:5]1([NH:14][C:15](=[O:35])[C:16]2[CH:21]=[CH:20][C:19]([CH:22](O)[CH3:23])=[C:18]([O:25][CH2:26][CH2:27][C:28]3[CH:29]=[C:30]([CH3:34])[CH:31]=[CH:32][CH:33]=3)[CH:17]=2)[CH2:13][C:12]2[C:7](=[CH:8][CH:9]=[CH:10][CH:11]=2)[CH2:6]1)=[O:4].C(OC(C1(NC(=O)C2C=CC(C(O)C)=C(OCCC3C=C(C)C=CC=3)C=2)CC2C(=CC=CC=2)C1)=O)C.C(N(S(F)(F)[F:78])CC)C. Product: [F:78][CH:22]([C:19]1[CH:20]=[CH:21][C:16]([C:15]([NH:14][C:5]2([C:3]([OH:2])=[O:4])[CH2:13][C:12]3[C:7](=[CH:8][CH:9]=[CH:10][CH:11]=3)[CH2:6]2)=[O:35])=[CH:17][C:18]=1[O:25][CH2:26][CH2:27][C:28]1[CH:29]=[C:30]([CH3:34])[CH:31]=[CH:32][CH:33]=1)[CH3:23]. The catalyst class is: 2.